Dataset: Reaction yield outcomes from USPTO patents with 853,638 reactions. Task: Predict the reaction yield, written as a fraction of the theoretical maximum amount of product (1.0 means a 100% yield; for example, 0.34 means a 34% yield). (1) The reactants are [C:1]([O:4][CH2:5][C:6]1[C:11](B2OC(C)(C)C(C)(C)O2)=[CH:10][C:9]([F:21])=[CH:8][C:7]=1[N:22]1[CH2:33][CH2:32][C:31]2[C:30]3[CH2:29][C:28]([CH3:35])([CH3:34])[CH2:27][C:26]=3[S:25][C:24]=2[C:23]1=[O:36])(=[O:3])[CH3:2].Br[C:38]1[N:39]=[C:40]([NH:46][C:47]2[CH:48]=[C:49]3[C:54](=[CH:55][CH:56]=2)[CH2:53][N:52]([CH3:57])[CH2:51][CH2:50]3)[C:41](=[O:45])[N:42]([CH3:44])[CH:43]=1.CC(O[Na])=O.[O-]P([O-])([O-])=O.[K+].[K+].[K+]. The catalyst is CC#N.O.C1C=CC(P(C2C=CC=CC=2)[C-]2C=CC=C2)=CC=1.C1C=CC(P(C2C=CC=CC=2)[C-]2C=CC=C2)=CC=1.Cl[Pd]Cl.[Fe+2]. The product is [C:1]([O:4][CH2:5][C:6]1[C:11]([C:38]2[N:39]=[C:40]([NH:46][C:47]3[CH:48]=[C:49]4[C:54](=[CH:55][CH:56]=3)[CH2:53][N:52]([CH3:57])[CH2:51][CH2:50]4)[C:41](=[O:45])[N:42]([CH3:44])[CH:43]=2)=[CH:10][C:9]([F:21])=[CH:8][C:7]=1[N:22]1[CH2:33][CH2:32][C:31]2[C:30]3[CH2:29][C:28]([CH3:35])([CH3:34])[CH2:27][C:26]=3[S:25][C:24]=2[C:23]1=[O:36])(=[O:3])[CH3:2]. The yield is 0.530. (2) The reactants are [NH2:1][C:2]1[CH:11]=[CH:10][CH:9]=[C:8]2[C:3]=1[CH:4]=[C:5]([C:12]([O:14][CH3:15])=[O:13])[N:6]=[CH:7]2.C1(C)C=CC=CC=1.[Br:23][C:24]1[CH:29]=[CH:28][C:27]([CH2:30][N:31]=[C:32]=[O:33])=[CH:26][CH:25]=1. The catalyst is C1COCC1. The product is [Br:23][C:24]1[CH:25]=[CH:26][C:27]([CH2:30][NH:31][C:32]([NH:1][C:2]2[CH:11]=[CH:10][CH:9]=[C:8]3[C:3]=2[CH:4]=[C:5]([C:12]([O:14][CH3:15])=[O:13])[N:6]=[CH:7]3)=[O:33])=[CH:28][CH:29]=1. The yield is 0.850. (3) The reactants are [Br:1][C:2]1[CH:7]=[C:6]([C:8]([CH3:11])([CH3:10])[CH3:9])[CH:5]=[CH:4][C:3]=1[NH2:12].[N+:13]([O-])([O-:15])=[O:14].[K+]. The catalyst is OS(O)(=O)=O. The product is [Br:1][C:2]1[CH:7]=[C:6]([C:8]([CH3:9])([CH3:11])[CH3:10])[C:5]([N+:13]([O-:15])=[O:14])=[CH:4][C:3]=1[NH2:12]. The yield is 0.780. (4) The reactants are [CH3:1][C:2]1[CH:7]=[C:6]([C:8]2[CH:9]=[CH:10][C:11]3[N:18]4[CH2:19][C@H:14]([CH2:15][CH2:16][CH2:17]4)[NH:13][C:12]=3[N:20]=2)[CH:5]=[CH:4][N:3]=1.C(N(CC)CC)C.ClC(Cl)(O[C:32](=O)[O:33][C:34](Cl)(Cl)Cl)Cl.C[O:41][C:42]1[N:47]=[C:46]([NH2:48])[CH:45]=[N:44][CH:43]=1. The catalyst is O1CCCC1. The product is [CH3:34][O:33][C:32]1[N:48]=[C:46]([NH:47][C:42]([N:13]2[C@@H:14]3[CH2:19][N:18]([CH2:17][CH2:16][CH2:15]3)[C:11]3[CH:10]=[CH:9][C:8]([C:6]4[CH:5]=[CH:4][N:3]=[C:2]([CH3:1])[CH:7]=4)=[N:20][C:12]2=3)=[O:41])[CH:45]=[N:44][CH:43]=1. The yield is 0.233. (5) The reactants are C(=O)([O-])[O-].[Ca+2].I(Cl)(=O)=O.[I:10](Cl)(=O)=O.C([N+](C)(C)C)C1C=CC=CC=1.C1(C)C=CC=CC=1.[CH3:32][C:33]1[C:38]([CH3:39])=[CH:37][C:36]([CH3:40])=[C:35]([CH2:41][C:42]([CH3:44])=[CH2:43])[C:34]=1[OH:45]. The catalyst is CO. The product is [I:10][CH2:43][C:42]1([CH3:44])[CH2:41][C:35]2[C:36]([CH3:40])=[CH:37][C:38]([CH3:39])=[C:33]([CH3:32])[C:34]=2[O:45]1. The yield is 0.920. (6) The reactants are [NH2:1][C:2]1[CH:3]=[C:4]([CH:8]=[CH:9][C:10]=1[OH:11])[C:5]([OH:7])=[O:6].C(=O)(O)[O-].[Na+].Br[CH2:18][C:19](Br)=[O:20]. The catalyst is C(Cl)(Cl)Cl. The product is [O:20]=[C:19]1[NH:1][C:2]2[CH:3]=[C:4]([C:5]([OH:7])=[O:6])[CH:8]=[CH:9][C:10]=2[O:11][CH2:18]1. The yield is 0.950. (7) The reactants are Br[C:2]1[CH:7]=[C:6]([CH3:8])[C:5]([Br:9])=[CH:4][C:3]=1[CH3:10].C([Mg]Cl)(C)C.C([Li])CCC.C(O)(=O)C[C:23](CC(O)=O)(C(O)=O)[OH:24]. The catalyst is C1COCC1.CN(C=O)C. The product is [Br:9][C:5]1[C:6]([CH3:8])=[CH:7][C:2]([CH:23]=[O:24])=[C:3]([CH3:10])[CH:4]=1. The yield is 0.910. (8) The reactants are [Cl:1][C:2]1[C:7]([O:8][CH3:9])=[CH:6][C:5]([O:10][CH3:11])=[C:4]([Cl:12])[C:3]=1[C:13]1[CH:14]=[C:15]2[C:20](=[CH:21][CH:22]=1)[N:19]=[C:18]([NH:23][C@H:24]1[C@@H:28]([NH:29]C(OCC[Si](C)(C)C)=O)[CH2:27][N:26]([C:39]([O:41][C:42]([CH3:45])([CH3:44])[CH3:43])=[O:40])[CH2:25]1)[N:17]=[CH:16]2.CCCC[N+](CCCC)(CCCC)CCCC.[F-]. The catalyst is C1COCC1.CO.ClCCl. The product is [NH2:29][C@@H:28]1[C@H:24]([NH:23][C:18]2[N:17]=[CH:16][C:15]3[C:20](=[CH:21][CH:22]=[C:13]([C:3]4[C:2]([Cl:1])=[C:7]([O:8][CH3:9])[CH:6]=[C:5]([O:10][CH3:11])[C:4]=4[Cl:12])[CH:14]=3)[N:19]=2)[CH2:25][N:26]([C:39]([O:41][C:42]([CH3:45])([CH3:44])[CH3:43])=[O:40])[CH2:27]1. The yield is 0.940. (9) The reactants are [CH3:1][O:2][CH2:3][O:4][C:5]1[CH:14]=[C:13]2[C:8]([C:9](=[O:25])[CH:10]([C:15]3[CH:20]=[CH:19][C:18]([O:21][CH2:22][O:23][CH3:24])=[CH:17][CH:16]=3)[CH2:11][O:12]2)=[CH:7][CH:6]=1.[C:26](=O)([O-])[O-].[K+].[K+].CI.CCCCCC.C(OCC)(=O)C. The catalyst is CC(C)=O.C(OCC)(=O)C. The product is [CH3:1][O:2][CH2:3][O:4][C:5]1[CH:14]=[C:13]2[C:8]([C:9](=[O:25])[C:10]([C:15]3[CH:20]=[CH:19][C:18]([O:21][CH2:22][O:23][CH3:24])=[CH:17][CH:16]=3)([CH3:26])[CH2:11][O:12]2)=[CH:7][CH:6]=1. The yield is 0.820. (10) The reactants are C(O[BH-](OC(=O)C)OC(=O)C)(=O)C.[Na+].[CH3:15][C:16]1[CH:17]=[C:18]([CH:20]=[CH:21][CH:22]=1)[NH2:19].[CH:23](=O)[C:24]1[CH:29]=[CH:28][CH:27]=[CH:26][CH:25]=1.C(O)(=O)C. The catalyst is CO. The product is [CH3:15][C:16]1[CH:17]=[C:18]([CH:20]=[CH:21][CH:22]=1)[NH:19][CH2:23][C:24]1[CH:29]=[CH:28][CH:27]=[CH:26][CH:25]=1. The yield is 0.475.